This data is from TCR-epitope binding with 47,182 pairs between 192 epitopes and 23,139 TCRs. The task is: Binary Classification. Given a T-cell receptor sequence (or CDR3 region) and an epitope sequence, predict whether binding occurs between them. (1) The epitope is RLRAEAQVK. The TCR CDR3 sequence is CASSQEVSTDTQYF. Result: 0 (the TCR does not bind to the epitope). (2) The epitope is ILGLPTQTV. Result: 0 (the TCR does not bind to the epitope). The TCR CDR3 sequence is CASSKSYNEQFF. (3) Result: 0 (the TCR does not bind to the epitope). The TCR CDR3 sequence is CASSQNNEQFF. The epitope is EIYKRWII. (4) The epitope is GLIYNRMGAVTTEV. The TCR CDR3 sequence is CASSPRDRGEVDTQYF. Result: 0 (the TCR does not bind to the epitope). (5) The epitope is RQLLFVVEV. The TCR CDR3 sequence is CASSLIDRGGDTQYF. Result: 1 (the TCR binds to the epitope). (6) The epitope is WICLLQFAY. The TCR CDR3 sequence is CASTAEGETQYF. Result: 1 (the TCR binds to the epitope). (7) The epitope is KRWIIMGLNK. The TCR CDR3 sequence is CASSLDPPFDRQNYGYTF. Result: 0 (the TCR does not bind to the epitope). (8) The epitope is HTTDPSFLGRY. The TCR CDR3 sequence is CASSLGDVGNQPQHF. Result: 1 (the TCR binds to the epitope). (9) The epitope is KLWAQCVQL. The TCR CDR3 sequence is CASTQTSGSYEQYF. Result: 1 (the TCR binds to the epitope). (10) The epitope is RTLNAWVKV. Result: 1 (the TCR binds to the epitope). The TCR CDR3 sequence is CASSPGQGHTDTQYF.